This data is from Forward reaction prediction with 1.9M reactions from USPTO patents (1976-2016). The task is: Predict the product of the given reaction. (1) Given the reactants [Cl:1][C:2]1[CH:7]=[CH:6][C:5]([CH:8]2[N:12]([C:13]3[CH:14]=[C:15]([O:23][CH3:24])[C:16]4[N:17]([C:19]([CH3:22])=[N:20][N:21]=4)[CH:18]=3)[C:11](=[O:25])[C:10](=O)[CH:9]2[C:27](=O)[CH2:28][CH3:29])=[CH:4][CH:3]=1.Cl.[F:32][C:33]([F:41])([F:40])[CH2:34][O:35][CH2:36][CH2:37][NH:38][NH2:39], predict the reaction product. The product is: [Cl:1][C:2]1[CH:7]=[CH:6][C:5]([CH:8]2[C:9]3[C:27]([CH2:28][CH3:29])=[N:39][N:38]([CH2:37][CH2:36][O:35][CH2:34][C:33]([F:41])([F:40])[F:32])[C:10]=3[C:11](=[O:25])[N:12]2[C:13]2[CH:14]=[C:15]([O:23][CH3:24])[C:16]3[N:17]([C:19]([CH3:22])=[N:20][N:21]=3)[CH:18]=2)=[CH:4][CH:3]=1. (2) Given the reactants [CH3:1][C:2]1[CH:11]=[CH:10][C:5]2[NH:6][CH2:7][CH2:8][O:9][C:4]=2[CH:3]=1.[Cl:12][C:13]1[CH:14]=[C:15]([CH:19]=[C:20]([Cl:23])[C:21]=1[OH:22])[C:16](Cl)=[O:17], predict the reaction product. The product is: [Cl:12][C:13]1[CH:14]=[C:15]([C:16]([N:6]2[C:5]3[CH:10]=[CH:11][C:2]([CH3:1])=[CH:3][C:4]=3[O:9][CH2:8][CH2:7]2)=[O:17])[CH:19]=[C:20]([Cl:23])[C:21]=1[OH:22]. (3) The product is: [CH2:14]([O:21][C:22]1[C:35]2[C:34](=[O:36])[C:33]3[C:28](=[CH:29][CH:30]=[CH:31][C:32]=3[O:37][CH2:38][C:39]3[CH:44]=[CH:43][CH:42]=[CH:41][CH:40]=3)[C:27](=[O:45])[C:26]=2[CH:25]=[C:24]([C:46]([OH:49])=[O:47])[CH:23]=1)[C:15]1[CH:16]=[CH:17][CH:18]=[CH:19][CH:20]=1. Given the reactants P([O-])(O)(O)=O.[Na+].P([O-])([O-])(O)=O.[Na+].[Na+].[CH2:14]([O:21][C:22]1[C:35]2[C:34](=[O:36])[C:33]3[C:28](=[CH:29][CH:30]=[CH:31][C:32]=3[O:37][CH2:38][C:39]3[CH:44]=[CH:43][CH:42]=[CH:41][CH:40]=3)[C:27](=[O:45])[C:26]=2[CH:25]=[C:24]([CH2:46][OH:47])[CH:23]=1)[C:15]1[CH:20]=[CH:19][CH:18]=[CH:17][CH:16]=1.Cl([O-])=[O:49].[Na+].Cl[O-].[Na+].P(=O)(O)(O)O, predict the reaction product. (4) Given the reactants [SH:1][C:2]1[NH:3][C:4]2[CH:10]=[C:9]([NH:11][C:12](=[O:16])[C:13]([OH:15])=O)[CH:8]=[CH:7][C:5]=2[N:6]=1.[CH2:17]([CH:24]1[CH2:29][CH2:28][NH:27][CH2:26][CH2:25]1)[C:18]1[CH:23]=[CH:22][CH:21]=[CH:20][CH:19]=1, predict the reaction product. The product is: [CH2:17]([CH:24]1[CH2:29][CH2:28][N:27]([C:13](=[O:15])[C:12]([NH:11][C:9]2[CH:8]=[CH:7][C:5]3[N:6]=[C:2]([SH:1])[NH:3][C:4]=3[CH:10]=2)=[O:16])[CH2:26][CH2:25]1)[C:18]1[CH:23]=[CH:22][CH:21]=[CH:20][CH:19]=1. (5) Given the reactants [Br:1][C:2]1[CH:3]=[N:4][CH:5]=[C:6](F)[C:7]=1[CH2:8][CH2:9][CH2:10]Cl.[Cl:13][C:14]1[CH:15]=[CH:16][C:17]([O:22][CH2:23][C:24]2[CH:29]=[CH:28][C:27]([Cl:30])=[CH:26][C:25]=2[F:31])=[C:18]([CH2:20][NH2:21])[CH:19]=1.C([O-])([O-])=O.[K+].[K+], predict the reaction product. The product is: [Br:1][C:2]1[CH:3]=[N:4][CH:5]=[C:6]2[C:7]=1[CH2:8][CH2:9][CH2:10][N:21]2[CH2:20][C:18]1[CH:19]=[C:14]([Cl:13])[CH:15]=[CH:16][C:17]=1[O:22][CH2:23][C:24]1[CH:29]=[CH:28][C:27]([Cl:30])=[CH:26][C:25]=1[F:31]. (6) Given the reactants [Br:1][C:2]1[CH:7]=[CH:6][C:5]([C:8](=[O:17])[CH2:9][C:10]2[CH:15]=[CH:14][N:13]=[C:12]([F:16])[CH:11]=2)=[CH:4][CH:3]=1.C([O:22][N:23]=O)(C)(C)C.Cl, predict the reaction product. The product is: [Br:1][C:2]1[CH:3]=[CH:4][C:5]([C:8](=[O:17])[C:9]([C:10]2[CH:15]=[CH:14][N:13]=[C:12]([F:16])[CH:11]=2)=[N:23][OH:22])=[CH:6][CH:7]=1.